From a dataset of Retrosynthesis with 50K atom-mapped reactions and 10 reaction types from USPTO. Predict the reactants needed to synthesize the given product. (1) Given the product COC(=O)N[C@@H]1CCCN2c3cc(Br)c(F)cc3Oc3cc(F)ccc3[C@@H]12, predict the reactants needed to synthesize it. The reactants are: COC(=O)N[C@@H]1CCC(=O)N2c3cc(Br)c(F)cc3Oc3cc(F)ccc3[C@@H]12. (2) Given the product CCc1csc(C(Cc2ccc([N+](=O)[O-])cc2)NC(=O)CCC(=O)c2ccccc2)n1, predict the reactants needed to synthesize it. The reactants are: CCc1csc([C@@H](N)Cc2ccc([N+](=O)[O-])cc2)n1.O=C(O)CCC(=O)c1ccccc1. (3) Given the product CC(C)(C)OC(=O)NC(CNC(=O)C1CCN(c2ccncc2)CC1)Cc1ccccc1, predict the reactants needed to synthesize it. The reactants are: CC(C)(C)OC(=O)NC(CN)Cc1ccccc1.O=C(Cl)C1CCN(c2ccncc2)CC1. (4) Given the product CN(Cc1ccc(O)cc1)C1CCOCC1, predict the reactants needed to synthesize it. The reactants are: COc1ccc(CN(C)C2CCOCC2)cc1. (5) Given the product COc1ccc(C=C2Oc3cc(O)ccc3C2=O)cc1OCc1ccccc1, predict the reactants needed to synthesize it. The reactants are: COc1ccc(C=O)cc1OCc1ccccc1.O=C1COc2cc(O)ccc21. (6) Given the product COc1ccc(Br)c(CC2CCN(CC(O)CN)CC2)c1, predict the reactants needed to synthesize it. The reactants are: COc1ccc(Br)c(CC2CCN(CC(O)CN=[N+]=[N-])CC2)c1. (7) Given the product O=[N+]([O-])c1cnc(-c2ccccc2)nc1Nc1cc(C2CC2)[nH]n1, predict the reactants needed to synthesize it. The reactants are: Nc1cc(C2CC2)[nH]n1.O=[N+]([O-])c1cnc(-c2ccccc2)nc1Cl.